From a dataset of Peptide-MHC class I binding affinity with 185,985 pairs from IEDB/IMGT. Regression. Given a peptide amino acid sequence and an MHC pseudo amino acid sequence, predict their binding affinity value. This is MHC class I binding data. (1) The peptide sequence is RQYERYTAL. The binding affinity (normalized) is 0.936. The MHC is BoLA-D18.4 with pseudo-sequence BoLA-D18.4. (2) The peptide sequence is DYCNVLNKEF. The MHC is HLA-A01:01 with pseudo-sequence HLA-A01:01. The binding affinity (normalized) is 0. (3) The peptide sequence is MELSLRAIQ. The MHC is HLA-B57:01 with pseudo-sequence HLA-B57:01. The binding affinity (normalized) is 0.0847. (4) The peptide sequence is KLQWLFAAL. The MHC is HLA-B07:02 with pseudo-sequence HLA-B07:02. The binding affinity (normalized) is 0.225. (5) The peptide sequence is VTYLALLAAF. The MHC is HLA-A26:01 with pseudo-sequence HLA-A26:01. The binding affinity (normalized) is 0. (6) The peptide sequence is LMWASSGFF. The MHC is HLA-B46:01 with pseudo-sequence HLA-B46:01. The binding affinity (normalized) is 0.0847. (7) The peptide sequence is YRYCHQLAL. The MHC is HLA-C12:03 with pseudo-sequence HLA-C12:03. The binding affinity (normalized) is 0.508.